Dataset: Forward reaction prediction with 1.9M reactions from USPTO patents (1976-2016). Task: Predict the product of the given reaction. (1) The product is: [Cl-:6].[CH3:1][O:2][C:3]1[CH:10]=[CH:9][C:8]([O:11][CH3:12])=[CH:7][C:4]=1[CH2:5][Zn+:13]. Given the reactants [CH3:1][O:2][C:3]1[CH:10]=[CH:9][C:8]([O:11][CH3:12])=[CH:7][C:4]=1[CH2:5][Cl:6].[Zn:13].NC1C=CC(I)=CC=1C#N, predict the reaction product. (2) The product is: [F:28][CH:27]([F:29])[O:26][C:23]1[CH:22]=[CH:21][C:20]([C:18](=[O:19])[CH2:17][N:7]2[CH:11]=[CH:10][CH:9]=[C:8]2[C:12]([O:14][CH3:15])=[O:13])=[CH:25][CH:24]=1. Given the reactants CC(C)([O-])C.[K+].[NH:7]1[CH:11]=[CH:10][CH:9]=[C:8]1[C:12]([O:14][CH3:15])=[O:13].Br[CH2:17][C:18]([C:20]1[CH:25]=[CH:24][C:23]([O:26][CH:27]([F:29])[F:28])=[CH:22][CH:21]=1)=[O:19], predict the reaction product.